From a dataset of TCR-epitope binding with 47,182 pairs between 192 epitopes and 23,139 TCRs. Binary Classification. Given a T-cell receptor sequence (or CDR3 region) and an epitope sequence, predict whether binding occurs between them. (1) The TCR CDR3 sequence is CSVQRRADEQFF. Result: 0 (the TCR does not bind to the epitope). The epitope is GVAMPNLYK. (2) The epitope is GTSGSPIVNR. The TCR CDR3 sequence is CASSLGPDSPLHF. Result: 1 (the TCR binds to the epitope). (3) The epitope is KLPDDFTGCV. The TCR CDR3 sequence is CASRNELLQGKASNTGELFF. Result: 1 (the TCR binds to the epitope). (4) The epitope is KPLEFGATSAAL. The TCR CDR3 sequence is CASSQVGLAGEQYF. Result: 1 (the TCR binds to the epitope). (5) The epitope is YLNTLTLAV. The TCR CDR3 sequence is CASSLGSLQETQYF. Result: 1 (the TCR binds to the epitope).